Predict the product of the given reaction. From a dataset of Forward reaction prediction with 1.9M reactions from USPTO patents (1976-2016). (1) Given the reactants [Cl:1][C:2]1[CH:24]=[CH:23][C:5]([O:6][CH2:7][C:8]([N:10]2[CH2:15][CH2:14][N:13](C(OC(C)(C)C)=O)[CH2:12][CH2:11]2)=[O:9])=[CH:4][CH:3]=1.C(O)(C(F)(F)F)=O, predict the reaction product. The product is: [Cl:1][C:2]1[CH:3]=[CH:4][C:5]([O:6][CH2:7][C:8]([N:10]2[CH2:15][CH2:14][NH:13][CH2:12][CH2:11]2)=[O:9])=[CH:23][CH:24]=1. (2) The product is: [I:16][C:17]1[CH:22]=[C:21]([N:8]2[C:9]3[C:5](=[CH:4][C:3]([O:2][CH3:1])=[CH:11][CH:10]=3)[C:6]([C:12]([O:14][CH3:15])=[O:13])=[N:7]2)[CH:20]=[CH:19][CH:18]=1. Given the reactants [CH3:1][O:2][C:3]1[CH:4]=[C:5]2[C:9](=[CH:10][CH:11]=1)[NH:8][N:7]=[C:6]2[C:12]([O:14][CH3:15])=[O:13].[I:16][C:17]1[CH:18]=[C:19](B(O)O)[CH:20]=[CH:21][CH:22]=1, predict the reaction product. (3) Given the reactants Br[C:2]1[S:3][CH:4]=[C:5]([C:7]([NH2:9])=[O:8])[N:6]=1.[C:10]([C:14]1[CH:15]=[C:16]2[C:21](=[C:22]([F:24])[CH:23]=1)[C:20](=[O:25])[N:19]([C:26]1[CH:36]=[CH:35][CH:34]=[C:33](B3OC(C)(C)C(C)(C)O3)[C:27]=1[CH2:28][O:29]C(=O)C)[N:18]=[CH:17]2)([CH3:13])([CH3:12])[CH3:11], predict the reaction product. The product is: [C:10]([C:14]1[CH:15]=[C:16]2[C:21](=[C:22]([F:24])[CH:23]=1)[C:20](=[O:25])[N:19]([C:26]1[C:27]([CH2:28][OH:29])=[C:33]([C:2]3[S:3][CH:4]=[C:5]([C:7]([NH2:9])=[O:8])[N:6]=3)[CH:34]=[CH:35][CH:36]=1)[N:18]=[CH:17]2)([CH3:13])([CH3:11])[CH3:12].